From a dataset of Full USPTO retrosynthesis dataset with 1.9M reactions from patents (1976-2016). Predict the reactants needed to synthesize the given product. (1) Given the product [C:32](=[O:43])([O:36][CH2:37][CH2:38][CH2:39][CH2:40][CH2:41][CH3:42])[O:33][CH2:34][O:31][C:27]1[CH:26]=[CH:25][C:24]2[C:29](=[CH:30][C:21]([O:20][CH2:19][CH2:18][CH2:17][CH2:16][N:13]3[CH2:12][CH2:11][N:10]([C:6]4[C:3]5[CH:4]=[CH:5][S:1][C:2]=5[CH:9]=[CH:8][CH:7]=4)[CH2:15][CH2:14]3)=[CH:22][CH:23]=2)[N:28]=1, predict the reactants needed to synthesize it. The reactants are: [S:1]1[CH:5]=[CH:4][C:3]2[C:6]([N:10]3[CH2:15][CH2:14][N:13]([CH2:16][CH2:17][CH2:18][CH2:19][O:20][C:21]4[CH:30]=[C:29]5[C:24]([CH:25]=[CH:26][C:27](=[O:31])[NH:28]5)=[CH:23][CH:22]=4)[CH2:12][CH2:11]3)=[CH:7][CH:8]=[CH:9][C:2]1=2.[C:32](=[O:43])([O:36][CH2:37][CH2:38][CH2:39][CH2:40][CH2:41][CH3:42])[O:33][CH2:34]Cl.O. (2) Given the product [NH2:26][CH2:25][CH2:24][O:23][C@@H:9]([C:4]1[CH:5]=[C:6]([F:8])[CH:7]=[C:2]([Cl:1])[CH:3]=1)[C@@H:10]1[CH2:15][CH2:14][CH2:13][N:12]([C:16]([O:18][C:19]([CH3:22])([CH3:21])[CH3:20])=[O:17])[CH2:11]1, predict the reactants needed to synthesize it. The reactants are: [Cl:1][C:2]1[CH:3]=[C:4]([C@H:9]([O:23][CH2:24][C:25]#[N:26])[C@@H:10]2[CH2:15][CH2:14][CH2:13][N:12]([C:16]([O:18][C:19]([CH3:22])([CH3:21])[CH3:20])=[O:17])[CH2:11]2)[CH:5]=[C:6]([F:8])[CH:7]=1.N#N.B.S(C)C. (3) Given the product [Br:14][CH2:13][C@@H:12]([OH:15])[CH2:11][C:10]1[CH:9]=[C:8]([F:19])[CH:7]=[C:6]([C:20]2[C:21]([Cl:27])=[CH:22][CH:23]=[CH:24][C:25]=2[Cl:26])[C:5]=1[OH:4], predict the reactants needed to synthesize it. The reactants are: C([O:4][C:5]1[C:10]([CH2:11][C@H:12]([O:15]C(=O)C)[CH2:13][Br:14])=[CH:9][C:8]([F:19])=[CH:7][C:6]=1[C:20]1[C:25]([Cl:26])=[CH:24][CH:23]=[CH:22][C:21]=1[Cl:27])(=O)C.BrC[C@@H](O)CC1C=C(F)C=CC=1O. (4) Given the product [ClH:24].[CH3:1][N:2]1[CH2:7][CH2:6][CH:5]([CH2:8][C:9]2[CH:17]=[CH:16][C:12]([C:13]([Cl:24])=[O:14])=[CH:11][C:10]=2[C:18]([F:21])([F:20])[F:19])[CH2:4][CH2:3]1, predict the reactants needed to synthesize it. The reactants are: [CH3:1][N:2]1[CH2:7][CH2:6][CH:5]([CH2:8][C:9]2[CH:17]=[CH:16][C:12]([C:13](O)=[O:14])=[CH:11][C:10]=2[C:18]([F:21])([F:20])[F:19])[CH2:4][CH2:3]1.S(Cl)([Cl:24])=O. (5) Given the product [CH3:1][N:2]([CH3:7])[C:3](=[O:6])[CH:4]=[CH2:5].[CH:8]([CH:10]=[CH2:11])=[O:9], predict the reactants needed to synthesize it. The reactants are: [CH3:1][N:2]([CH3:7])[C:3](=[O:6])[CH:4]=[CH2:5].[CH:8]([CH:10]=[CH2:11])=[O:9].N(C(C)(C)C#N)=NC(C)(C)C#N. (6) Given the product [Cl:12][CH2:8][C:6]1[CH:5]=[CH:4][CH:3]=[C:2]([CH3:1])[N:7]=1, predict the reactants needed to synthesize it. The reactants are: [CH3:1][C:2]1[N:7]=[C:6]([CH2:8]O)[CH:5]=[CH:4][CH:3]=1.S(Cl)([Cl:12])=O. (7) Given the product [Cl:47][C:44]1[CH:43]=[CH:42][C:41]([C:34]2[CH:35]=[CH:36][C:37]([O:39][CH3:40])=[CH:38][C:33]=2[CH2:32][O:1][C:2]2[CH:7]=[CH:6][C:5]([C:8]3[N:12]([CH:13]4[CH2:14][CH2:15][CH2:16][CH2:17][CH2:18]4)[C:11]4[CH:19]=[CH:20][C:21]([C:23]#[N:24])=[CH:22][C:10]=4[N:9]=3)=[CH:4][CH:3]=2)=[CH:46][CH:45]=1, predict the reactants needed to synthesize it. The reactants are: [OH:1][C:2]1[CH:7]=[CH:6][C:5]([C:8]2[N:12]([CH:13]3[CH2:18][CH2:17][CH2:16][CH2:15][CH2:14]3)[C:11]3[CH:19]=[CH:20][C:21]([C:23]#[N:24])=[CH:22][C:10]=3[N:9]=2)=[CH:4][CH:3]=1.C(=O)([O-])[O-].[Cs+].[Cs+].Br[CH2:32][C:33]1[CH:38]=[C:37]([O:39][CH3:40])[CH:36]=[CH:35][C:34]=1[C:41]1[CH:46]=[CH:45][C:44]([Cl:47])=[CH:43][CH:42]=1.